Task: Predict the reactants needed to synthesize the given product.. Dataset: Full USPTO retrosynthesis dataset with 1.9M reactions from patents (1976-2016) Given the product [Cl:33][C:34]1[CH:39]=[C:38]([C:2]2[CH:3]=[C:4]3[C:9](=[CH:10][CH:11]=2)[N:8]=[CH:7][C:6]([C:12]([CH:14]2[CH2:16][CH2:15]2)=[O:13])=[C:5]3[NH:17][C:18]2[CH:32]=[CH:31][C:21]([CH2:22][NH:23][C:24](=[O:30])[O:25][C:26]([CH3:27])([CH3:29])[CH3:28])=[CH:20][CH:19]=2)[CH:37]=[C:36]([F:49])[C:35]=1[OH:50], predict the reactants needed to synthesize it. The reactants are: Br[C:2]1[CH:3]=[C:4]2[C:9](=[CH:10][CH:11]=1)[N:8]=[CH:7][C:6]([C:12]([CH:14]1[CH2:16][CH2:15]1)=[O:13])=[C:5]2[NH:17][C:18]1[CH:32]=[CH:31][C:21]([CH2:22][NH:23][C:24](=[O:30])[O:25][C:26]([CH3:29])([CH3:28])[CH3:27])=[CH:20][CH:19]=1.[Cl:33][C:34]1[CH:39]=[C:38](B2OC(C)(C)C(C)(C)O2)[CH:37]=[C:36]([F:49])[C:35]=1[OH:50].